Dataset: Catalyst prediction with 721,799 reactions and 888 catalyst types from USPTO. Task: Predict which catalyst facilitates the given reaction. (1) Reactant: [NH:1]1[CH2:6][CH2:5][NH:4][CH2:3][CH2:2]1.CCN(C(C)C)C(C)C.[CH3:16][S:17](Cl)(=[O:19])=[O:18]. The catalyst class is: 2. Product: [CH3:16][S:17]([N:1]1[CH2:6][CH2:5][NH:4][CH2:3][CH2:2]1)(=[O:19])=[O:18]. (2) Reactant: [C:1]([O:5][C:6]([N:8]1[CH2:13][CH2:12][CH:11]([C:14]2[NH:15][CH:16]=[C:17]([C:19]3[CH:24]=[CH:23][C:22]([F:25])=[C:21]([F:26])[CH:20]=3)[N:18]=2)[CH2:10][CH2:9]1)=[O:7])([CH3:4])([CH3:3])[CH3:2].[H-].[Na+]. Product: [C:1]([O:5][C:6]([N:8]1[CH2:13][CH2:12][CH:11]([C:14]2[N:15]([CH2:10][CH2:9][N:8]([CH3:13])[CH3:6])[CH:16]=[C:17]([C:19]3[CH:24]=[CH:23][C:22]([F:25])=[C:21]([F:26])[CH:20]=3)[N:18]=2)[CH2:10][CH2:9]1)=[O:7])([CH3:4])([CH3:2])[CH3:3]. The catalyst class is: 16.